Dataset: Full USPTO retrosynthesis dataset with 1.9M reactions from patents (1976-2016). Task: Predict the reactants needed to synthesize the given product. (1) Given the product [CH3:10][N:1]1[CH2:6][CH2:5][O:4][CH2:3][CH:2]1[C:7]([OH:9])=[O:8], predict the reactants needed to synthesize it. The reactants are: [NH:1]1[CH2:6][CH2:5][O:4][CH2:3][CH:2]1[C:7]([OH:9])=[O:8].[CH2:10]=O. (2) Given the product [CH2:35]([O:33][CH2:32][CH2:31][C@H:30]([OH:34])[CH2:29][O:28][C:9]([C:16]1[CH:21]=[CH:20][CH:19]=[CH:18][CH:17]=1)([C:22]1[CH:23]=[CH:24][CH:25]=[CH:26][CH:27]=1)[C:10]1[CH:11]=[CH:12][CH:13]=[CH:14][CH:15]=1)[C:36]1[CH:41]=[CH:40][CH:39]=[CH:38][CH:37]=1, predict the reactants needed to synthesize it. The reactants are: [H-].[Na+].CCCCCC.[C:9]([O:28][CH2:29][C@@H:30]([OH:34])[CH2:31][CH2:32][OH:33])([C:22]1[CH:27]=[CH:26][CH:25]=[CH:24][CH:23]=1)([C:16]1[CH:21]=[CH:20][CH:19]=[CH:18][CH:17]=1)[C:10]1[CH:15]=[CH:14][CH:13]=[CH:12][CH:11]=1.[CH2:35](Cl)[C:36]1[CH:41]=[CH:40][CH:39]=[CH:38][CH:37]=1. (3) Given the product [CH2:10]([N:14]1[C:18]2[CH:19]=[N:20][CH:21]=[CH:22][C:17]=2[S:16]/[C:15]/1=[N:23]\[C:24](=[O:36])[C:25]1[CH:30]=[C:29]([C:31]([F:34])([F:33])[F:32])[CH:28]=[CH:27][C:26]=1[O:5][CH2:4][CH2:3][C:2]([OH:7])([CH3:6])[CH3:1])[CH2:11][CH2:12][CH3:13], predict the reactants needed to synthesize it. The reactants are: [CH3:1][C:2]([OH:7])([CH3:6])[CH2:3][CH2:4][OH:5].[H-].[Na+].[CH2:10]([N:14]1[C:18]2[CH:19]=[N:20][CH:21]=[CH:22][C:17]=2[S:16]/[C:15]/1=[N:23]\[C:24](=[O:36])[C:25]1[CH:30]=[C:29]([C:31]([F:34])([F:33])[F:32])[CH:28]=[CH:27][C:26]=1F)[CH2:11][CH2:12][CH3:13].